Dataset: Acute oral toxicity (LD50) regression data from Zhu et al.. Task: Regression/Classification. Given a drug SMILES string, predict its toxicity properties. Task type varies by dataset: regression for continuous values (e.g., LD50, hERG inhibition percentage) or binary classification for toxic/non-toxic outcomes (e.g., AMES mutagenicity, cardiotoxicity, hepatotoxicity). Dataset: ld50_zhu. (1) The molecule is CCC(C)(C)c1ccc(O)c(C(C)(C)CC)c1. The rat oral LD50 is 2.85, given as -log10 of the dose in mol/kg body weight (higher means more acutely toxic). (2) The compound is Cc1c([N+](=O)[O-])cc(N)cc1[N+](=O)[O-]. The rat oral LD50 is 2.31, given as -log10 of the dose in mol/kg body weight (higher means more acutely toxic). (3) The compound is Cc1ccc2c(c1)CC(=O)c1cc(C(C)C(=O)OCCOCCO)ccc1O2. The rat oral LD50 is 3.24, given as -log10 of the dose in mol/kg body weight (higher means more acutely toxic). (4) The molecule is CN(N=O)C(=O)NC(N)=O. The rat oral LD50 is 2.51, given as -log10 of the dose in mol/kg body weight (higher means more acutely toxic). (5) The compound is CCP(=S)(OC)Sc1ccc(Cl)c(C)c1. The rat oral LD50 is 3.50, given as -log10 of the dose in mol/kg body weight (higher means more acutely toxic). (6) The compound is O=C(CCl)CCl. The rat oral LD50 is 3.80, given as -log10 of the dose in mol/kg body weight (higher means more acutely toxic). (7) The molecule is CCS. The rat oral LD50 is 1.96, given as -log10 of the dose in mol/kg body weight (higher means more acutely toxic).